Dataset: Catalyst prediction with 721,799 reactions and 888 catalyst types from USPTO. Task: Predict which catalyst facilitates the given reaction. Reactant: [Br:1][C:2]1[CH:3]=[C:4]([CH:8]=[CH:9][CH:10]=1)[C:5](Cl)=[O:6].Br[C:12]1[CH:18]=[CH:17][CH:16]=[CH:15][C:13]=1[NH2:14].C([O-])([O-])=O.[Cs+].[Cs+].N1C2C(=CC=C3C=2N=CC=C3)C=CC=1. Product: [Br:1][C:2]1[CH:3]=[C:4]([C:5]2[O:6][C:12]3[CH:18]=[CH:17][CH:16]=[CH:15][C:13]=3[N:14]=2)[CH:8]=[CH:9][CH:10]=1. The catalyst class is: 321.